Dataset: Full USPTO retrosynthesis dataset with 1.9M reactions from patents (1976-2016). Task: Predict the reactants needed to synthesize the given product. (1) The reactants are: [CH2:1]([NH2:8])[C:2]1[CH:7]=[CH:6][CH:5]=[CH:4][CH:3]=1.[CH3:9][CH2:10][O:11][C:12]([CH:14](Br)[CH2:15][CH2:16][CH:17](Br)[C:18]([O:20][CH2:21][CH3:22])=[O:19])=[O:13]. Given the product [CH2:1]([N:8]1[C@H:14]([C:12]([O:11][CH2:10][CH3:9])=[O:13])[CH2:15][CH2:16][C@@H:17]1[C:18]([O:20][CH2:21][CH3:22])=[O:19])[C:2]1[CH:7]=[CH:6][CH:5]=[CH:4][CH:3]=1, predict the reactants needed to synthesize it. (2) Given the product [NH:14]1[C:15]2[C:20](=[CH:19][CH:18]=[CH:17][CH:16]=2)[C:12](/[CH:11]=[CH:10]/[C:7]2[CH:8]=[CH:9][C:4]([C:3]([OH:2])=[O:22])=[CH:5][C:6]=2[NH:21][C:30](=[O:37])[C:31]2[CH:36]=[CH:35][CH:34]=[CH:33][CH:32]=2)=[N:13]1, predict the reactants needed to synthesize it. The reactants are: C[O:2][C:3](=[O:22])[C:4]1[CH:9]=[CH:8][C:7]([CH:10]=[CH:11][C:12]2[C:20]3[C:15](=[CH:16][CH:17]=[CH:18][CH:19]=3)[NH:14][N:13]=2)=[C:6]([NH2:21])[CH:5]=1.C(N(CC)CC)C.[C:30](Cl)(=[O:37])[C:31]1[CH:36]=[CH:35][CH:34]=[CH:33][CH:32]=1.[OH-].[Na+].Cl.